From a dataset of Aqueous solubility values for 9,982 compounds from the AqSolDB database. Regression/Classification. Given a drug SMILES string, predict its absorption, distribution, metabolism, or excretion properties. Task type varies by dataset: regression for continuous measurements (e.g., permeability, clearance, half-life) or binary classification for categorical outcomes (e.g., BBB penetration, CYP inhibition). For this dataset (solubility_aqsoldb), we predict Y. (1) The molecule is O=C(O)C(S)Cc1ccccc1. The Y is -1.56 log mol/L. (2) The molecule is CCCC(=O)OCn1ncc2c(=O)[nH]cnc21. The Y is -2.83 log mol/L. (3) The drug is CC(C)CCCCCCCCCCCCCCCO. The Y is -6.26 log mol/L. (4) The drug is CC1=NN(c2ccccc2)C(=O)C1. The Y is -1.93 log mol/L. (5) The molecule is CNCCC(Oc1ccc(C(F)(F)F)cc1)c1ccccc1. The Y is -1.59 log mol/L. (6) The compound is CCCCCCCCc1ccccc1. The Y is -6.46 log mol/L. (7) The molecule is CCOC=O. The Y is 0.151 log mol/L. (8) The compound is Clc1ccc(Oc2c(Cl)cccc2Cl)c(Cl)c1Cl. The Y is -7.23 log mol/L. (9) The drug is NS(=O)(=O)c1nnc(NS(=O)(=O)c2ccc(Cl)c([N+](=O)[O-])c2)s1. The Y is -1.99 log mol/L. (10) The molecule is CC(NC(=O)COC(=O)c1ccccc1)C(N)=O. The Y is -2.72 log mol/L.